This data is from Reaction yield outcomes from USPTO patents with 853,638 reactions. The task is: Predict the reaction yield, written as a fraction of the theoretical maximum amount of product (1.0 means a 100% yield; for example, 0.34 means a 34% yield). (1) The reactants are Cl[C:2]1[N:11]=[C:10]([N:12]([CH2:14][CH3:15])[CH3:13])[C:9]2[CH2:8][CH2:7][CH2:6][CH:5]([C:16]3[CH:21]=[CH:20][CH:19]=[CH:18][CH:17]=3)[C:4]=2[N:3]=1.[Cl:22][C:23]1[N:24]=[CH:25][N:26]([C:28]2[CH:34]=[CH:33][C:31]([NH2:32])=[CH:30][C:29]=2[O:35][CH3:36])[CH:27]=1.[H-].[Na+]. The catalyst is C1COCC1. The product is [Cl:22][C:23]1[N:24]=[CH:25][N:26]([C:28]2[CH:34]=[CH:33][C:31]([NH:32][C:2]3[N:11]=[C:10]([N:12]([CH2:14][CH3:15])[CH3:13])[C:9]4[CH2:8][CH2:7][CH2:6][CH:5]([C:16]5[CH:21]=[CH:20][CH:19]=[CH:18][CH:17]=5)[C:4]=4[N:3]=3)=[CH:30][C:29]=2[O:35][CH3:36])[CH:27]=1. The yield is 0.335. (2) The reactants are [CH3:1][O:2][C:3]([C:5]1([C:8]2[CH:13]=[C:12]([I:14])[C:11]([OH:15])=[C:10]([I:16])[CH:9]=2)[CH2:7][CH2:6]1)=[O:4].Cl[CH2:18][C:19]([CH3:21])=[CH2:20].C([O-])([O-])=O.[K+].[K+]. The catalyst is CC(C)=O.[Na+].[I-]. The product is [CH3:1][O:2][C:3]([C:5]1([C:8]2[CH:9]=[C:10]([I:16])[C:11]([O:15][CH2:20][C:19]([CH3:21])=[CH2:18])=[C:12]([I:14])[CH:13]=2)[CH2:7][CH2:6]1)=[O:4]. The yield is 0.970. (3) The reactants are [Cl:1][C:2]1[CH:3]=[CH:4][C:5]([S:9][CH2:10][C:11]2[CH:15]=[C:14]([N+:16]([O-:18])=[O:17])[NH:13][N:12]=2)=[C:6]([CH:8]=1)[NH2:7].[O:19]1[C:23]2[CH:24]=[CH:25][CH:26]=[CH:27][C:22]=2[CH:21]=[C:20]1[S:28](Cl)(=[O:30])=[O:29]. The catalyst is N1C=CC=CC=1. The product is [Cl:1][C:2]1[CH:3]=[CH:4][C:5]([S:9][CH2:10][C:11]2[CH:15]=[C:14]([N+:16]([O-:18])=[O:17])[NH:13][N:12]=2)=[C:6]([NH:7][S:28]([C:20]2[O:19][C:23]3[CH:24]=[CH:25][CH:26]=[CH:27][C:22]=3[CH:21]=2)(=[O:29])=[O:30])[CH:8]=1. The yield is 0.710. (4) The product is [C:21]([O:20][C:18]([N:14]1[CH2:13][C:12]2[CH:25]=[C:8]([C:5]3[CH:4]=[CH:3][C:2]([Cl:1])=[N+:7]([O-:34])[CH:6]=3)[CH:9]=[CH:10][C:11]=2[O:17][CH2:16][CH2:15]1)=[O:19])([CH3:22])([CH3:24])[CH3:23]. The yield is 0.850. The catalyst is C(Cl)(Cl)Cl. The reactants are [Cl:1][C:2]1[N:7]=[CH:6][C:5]([C:8]2[CH:9]=[CH:10][C:11]3[O:17][CH2:16][CH2:15][N:14]([C:18]([O:20][C:21]([CH3:24])([CH3:23])[CH3:22])=[O:19])[CH2:13][C:12]=3[CH:25]=2)=[CH:4][CH:3]=1.C1C=C(Cl)C=C(C(OO)=[O:34])C=1. (5) The reactants are [CH3:1][O:2][C:3]([C:5]1[C:10](O)=[CH:9][C:8](=[O:12])[N:7]([C:13]2[CH:18]=[CH:17][CH:16]=[CH:15][CH:14]=2)[N:6]=1)=[O:4].P(Cl)(Cl)([Cl:21])=O. No catalyst specified. The product is [CH3:1][O:2][C:3]([C:5]1[C:10]([Cl:21])=[CH:9][C:8](=[O:12])[N:7]([C:13]2[CH:18]=[CH:17][CH:16]=[CH:15][CH:14]=2)[N:6]=1)=[O:4]. The yield is 0.840. (6) The reactants are [CH:1]([C@@H:4]1[C:9]2=[CH:10][C:11]3[CH:12]=[CH:13][C:14]([S:17]([CH3:20])(=[O:19])=[O:18])=[CH:15][C:16]=3[N:8]2[CH2:7][CH2:6][N:5]1[C:21]1[N:26]=[C:25]([C:27]([F:30])([F:29])[F:28])[C:24]([C:31](=[O:33])[CH3:32])=[CH:23][N:22]=1)([CH3:3])[CH3:2].[CH3:34][Mg]Cl. The catalyst is C1COCC1. The product is [CH:1]([C@@H:4]1[C:9]2=[CH:10][C:11]3[CH:12]=[CH:13][C:14]([S:17]([CH3:20])(=[O:19])=[O:18])=[CH:15][C:16]=3[N:8]2[CH2:7][CH2:6][N:5]1[C:21]1[N:26]=[C:25]([C:27]([F:28])([F:29])[F:30])[C:24]([C:31]([OH:33])([CH3:34])[CH3:32])=[CH:23][N:22]=1)([CH3:3])[CH3:2]. The yield is 0.247. (7) The reactants are [Li]CCCC.N(C(C)C)C(C)C.[CH:13]1([C:17]([O:19][CH2:20][CH3:21])=[O:18])[CH2:16][CH2:15][CH2:14]1.Br[CH2:23][CH2:24][CH2:25][CH2:26][Cl:27].[NH4+].[Cl-]. The catalyst is C1COCC1. The product is [Cl:27][CH2:26][CH2:25][CH2:24][CH2:23][C:13]1([C:17]([O:19][CH2:20][CH3:21])=[O:18])[CH2:16][CH2:15][CH2:14]1. The yield is 0.860.